Dataset: Full USPTO retrosynthesis dataset with 1.9M reactions from patents (1976-2016). Task: Predict the reactants needed to synthesize the given product. (1) Given the product [C:19]([C:9]1[C@@H:10]([C:11]2[CH:16]=[CH:15][C:14]([C:17]#[N:18])=[CH:13][CH:12]=2)[N:5]2[N:4]=[C:3]([NH:2][C:33](=[O:38])[CH2:34][CH:35]([CH3:37])[CH3:36])[N:32]=[C:6]2[N:7]([C:22]2[CH:27]=[CH:26][CH:25]=[C:24]([C:28]([F:29])([F:31])[F:30])[CH:23]=2)[C:8]=1[CH3:21])#[N:20], predict the reactants needed to synthesize it. The reactants are: Cl.[NH2:2][C:3]1[N:32]=[C:6]2[N:7]([C:22]3[CH:27]=[CH:26][CH:25]=[C:24]([C:28]([F:31])([F:30])[F:29])[CH:23]=3)[C:8]([CH3:21])=[C:9]([C:19]#[N:20])[C@@H:10]([C:11]3[CH:16]=[CH:15][C:14]([C:17]#[N:18])=[CH:13][CH:12]=3)[N:5]2[N:4]=1.[C:33](Cl)(=[O:38])[CH2:34][CH:35]([CH3:37])[CH3:36]. (2) Given the product [Cl:9][C:10]1[CH:15]=[C:14]([C:16]([F:17])([F:18])[F:19])[CH:13]=[CH:12][C:11]=1[O:8][C:5]1[CH:6]=[CH:7][C:2]([I:1])=[CH:3][CH:4]=1, predict the reactants needed to synthesize it. The reactants are: [I:1][C:2]1[CH:7]=[CH:6][C:5]([OH:8])=[CH:4][CH:3]=1.[Cl:9][C:10]1[CH:15]=[C:14]([C:16]([F:19])([F:18])[F:17])[CH:13]=[CH:12][C:11]=1F.C(=O)([O-])[O-].[K+].[K+].C(OCC)(=O)C. (3) Given the product [O:43]([CH2:19][CH2:20][O:21][CH2:22][CH2:23][O:24][C:25]1[C:26]([O:27][CH2:28][CH2:29][O:34][CH3:31])=[CH:8][C:5]([C:6]#[N:7])=[C:4]([N+:15]([O-:17])=[O:16])[CH:3]=1)[CH2:37][CH2:38][O:39][CH2:40][CH2:41][O:1][C:2]1[C:9]([O:10][CH2:11][CH2:12][O:13][CH3:14])=[CH:8][C:5]([C:6]#[N:7])=[C:4]([N+:15]([O-:17])=[O:16])[CH:3]=1, predict the reactants needed to synthesize it. The reactants are: [OH:1][C:2]1[C:9]([O:10][CH2:11][CH2:12][O:13][CH3:14])=[CH:8][C:5]([C:6]#[N:7])=[C:4]([N+:15]([O-:17])=[O:16])[CH:3]=1.Br[CH2:19][CH2:20][O:21][CH2:22][CH2:23][O:24][CH2:25][CH2:26][O:27][CH2:28][CH2:29]Br.[C:31]([O-:34])([O-])=O.[K+].[K+].[CH3:37][C:38](=O)[O:39][CH2:40][CH3:41].[OH2:43]. (4) Given the product [Br:9][C:10]1[CH:15]=[CH:14][C:13]([NH:16][C:2]([CH2:4][O:5][C:6](=[O:8])[CH3:7])=[O:3])=[CH:12][C:11]=1[CH3:17], predict the reactants needed to synthesize it. The reactants are: Cl[C:2]([CH2:4][O:5][C:6](=[O:8])[CH3:7])=[O:3].[Br:9][C:10]1[CH:15]=[CH:14][C:13]([NH2:16])=[CH:12][C:11]=1[CH3:17].N1C=CC=CC=1. (5) Given the product [Cl:1][C:2]1[C:3]2[C:10]([C:11]3[CH:12]=[C:13]([CH:16]=[CH:17][CH:18]=3)[C:14]#[N:15])=[CH:9][N:8]([CH2:19][OH:20])[C:4]=2[N:5]=[CH:6][N:7]=1, predict the reactants needed to synthesize it. The reactants are: [Cl:1][C:2]1[C:3]2[C:10]([C:11]3[CH:12]=[C:13]([CH:16]=[CH:17][CH:18]=3)[C:14]#[N:15])=[CH:9][N:8]([CH2:19][O:20]CC[Si](C)(C)C)[C:4]=2[N:5]=[CH:6][N:7]=1.